Dataset: Catalyst prediction with 721,799 reactions and 888 catalyst types from USPTO. Task: Predict which catalyst facilitates the given reaction. (1) Reactant: [Cl:1][C:2]1[CH:7]=[CH:6][C:5]([CH:8]2[CH2:13][CH2:12][C:11](=C)[CH2:10][O:9]2)=[CH:4][CH:3]=1.[K].I([O-])(=O)(=O)=[O:17].[Na+]. Product: [Cl:1][C:2]1[CH:7]=[CH:6][C:5]([CH:8]2[O:9][CH2:10][C:11](=[O:17])[CH2:12][CH2:13]2)=[CH:4][CH:3]=1. The catalyst class is: 95. (2) Reactant: [CH3:1][O:2][C:3](=[O:21])[C:4]1[CH:18]=[C:17]([O:19][CH3:20])[CH:16]=[C:6]([C:7]([NH:9][CH:10]2[CH2:15][CH2:14][NH:13][CH2:12][CH2:11]2)=[O:8])[CH:5]=1.COC(=O)C1C=C(OC)C=C(C(O)=O)C=1.C(OC(N1CCC(N)CC1)=O)(C)(C)C.ClC1N=C(OC)N=C(OC)N=1.C(O)(C(F)(F)F)=O.[CH2:69]([O:71][C:72]1[CH:73]=[C:74]([CH:77]=[C:78]([O:81][CH2:82][CH3:83])[C:79]=1[F:80])[CH:75]=O)[CH3:70].C([BH3-])#N.[Na+].C(N(C(C)C)C(C)C)C. Product: [CH3:1][O:2][C:3](=[O:21])[C:4]1[CH:18]=[C:17]([O:19][CH3:20])[CH:16]=[C:6]([C:7]([NH:9][CH:10]2[CH2:11][CH2:12][N:13]([CH2:75][C:74]3[CH:77]=[C:78]([O:81][CH2:82][CH3:83])[C:79]([F:80])=[C:72]([O:71][CH2:69][CH3:70])[CH:73]=3)[CH2:14][CH2:15]2)=[O:8])[CH:5]=1. The catalyst class is: 212.